From a dataset of Forward reaction prediction with 1.9M reactions from USPTO patents (1976-2016). Predict the product of the given reaction. (1) Given the reactants [CH3:1][O:2][CH2:3][CH2:4][N:5]1[C:10](=[O:11])[C:9]([C:12]([O:14]CC)=[O:13])=[CH:8][N:7]=[C:6]1[C:17]1[CH:21]=[CH:20][S:19][CH:18]=1.[I-].[Li+], predict the reaction product. The product is: [CH3:1][O:2][CH2:3][CH2:4][N:5]1[C:10](=[O:11])[C:9]([C:12]([OH:14])=[O:13])=[CH:8][N:7]=[C:6]1[C:17]1[CH:21]=[CH:20][S:19][CH:18]=1. (2) The product is: [CH2:1]([O:8][CH2:9][CH2:10][O:24][CH2:15][CH2:14][C:13]([O:17][CH2:18][CH3:19])=[O:16])[C:2]1[CH:7]=[CH:6][CH:5]=[CH:4][CH:3]=1. Given the reactants [CH2:1]([O:8][CH:9](O)[CH3:10])[C:2]1[CH:7]=[CH:6][CH:5]=[CH:4][CH:3]=1.[Na].[C:13]([O:17][CH2:18][CH3:19])(=[O:16])[CH:14]=[CH2:15].Cl.C1C[O:24]CC1, predict the reaction product. (3) Given the reactants [N:1]([C:4]1[CH:9]=[CH:8][C:7]([C:10]2[C:14]([CH3:16])([CH3:15])[O:13][C:12](=[C:17]([C:20]#[N:21])[C:18]#[N:19])[C:11]=2[C:22]#[N:23])=[CH:6][CH:5]=1)=[N+:2]=[N-:3].[CH2:24]([N:26]([CH2:35][CH3:36])[C:27]1[CH:32]=[CH:31][C:30]([C:33]#[CH:34])=[CH:29][CH:28]=1)[CH3:25].O=C1O[C@H]([C@H](CO)O)C([O-])=C1O.[Na+].O, predict the reaction product. The product is: [C:22]([C:11]1[C:12](=[C:17]([C:20]#[N:21])[C:18]#[N:19])[O:13][C:14]([CH3:15])([CH3:16])[C:10]=1[C:7]1[CH:6]=[CH:5][C:4]([N:1]2[CH:34]=[C:33]([C:30]3[CH:31]=[CH:32][C:27]([N:26]([CH2:35][CH3:36])[CH2:24][CH3:25])=[CH:28][CH:29]=3)[N:3]=[N:2]2)=[CH:9][CH:8]=1)#[N:23]. (4) Given the reactants Cl.Cl.[O:3]1[C:7]2[CH:8]=[CH:9][CH:10]=[C:11]([CH:12]3[CH2:17][CH2:16][N:15]([CH2:18][CH2:19][C@H:20]4[CH2:25][CH2:24][C@H:23]([NH2:26])[CH2:22][CH2:21]4)[CH2:14][CH2:13]3)[C:6]=2[CH2:5][CH2:4]1.[CH3:27][N:28]([CH3:33])[S:29](Cl)(=[O:31])=[O:30], predict the reaction product. The product is: [O:3]1[C:7]2[CH:8]=[CH:9][CH:10]=[C:11]([CH:12]3[CH2:17][CH2:16][N:15]([CH2:18][CH2:19][C@H:20]4[CH2:21][CH2:22][C@H:23]([NH:26][S:29]([N:28]([CH3:33])[CH3:27])(=[O:31])=[O:30])[CH2:24][CH2:25]4)[CH2:14][CH2:13]3)[C:6]=2[CH2:5][CH2:4]1. (5) Given the reactants [C:1]1([CH2:7][CH2:8][CH2:9][CH:10]([NH:20][C:21]([CH:23]2[CH2:28][CH2:27][N:26]([C:29](=[O:33])[CH2:30][NH:31][CH3:32])[CH2:25][CH2:24]2)=[O:22])[CH2:11][CH2:12][CH2:13][C:14]2[CH:19]=[CH:18][CH:17]=[CH:16][CH:15]=2)[CH:6]=[CH:5][CH:4]=[CH:3][CH:2]=1.[O:34]1[CH2:36][C@@H:35]1[CH2:37][O:38][C:39]1[CH:48]=[CH:47][CH:46]=[C:45]2[C:40]=1[CH:41]=[CH:42][CH:43]=[N:44]2, predict the reaction product. The product is: [C:14]1([CH2:13][CH2:12][CH2:11][CH:10]([NH:20][C:21]([CH:23]2[CH2:28][CH2:27][N:26]([C:29](=[O:33])[CH2:30][N:31]([CH2:36][C@@H:35]([OH:34])[CH2:37][O:38][C:39]3[CH:48]=[CH:47][CH:46]=[C:45]4[C:40]=3[CH:41]=[CH:42][CH:43]=[N:44]4)[CH3:32])[CH2:25][CH2:24]2)=[O:22])[CH2:9][CH2:8][CH2:7][C:1]2[CH:2]=[CH:3][CH:4]=[CH:5][CH:6]=2)[CH:15]=[CH:16][CH:17]=[CH:18][CH:19]=1. (6) The product is: [CH:1]1([C:4]2[C:5]([CH:20]([CH2:40][CH3:41])[CH2:21][C@@H:22]([C:33]([O:35][C:36]([CH3:39])([CH3:38])[CH3:37])=[O:34])[C:23]([O:25][CH2:26][C:27]3[CH:32]=[CH:31][CH:30]=[CH:29][CH:28]=3)=[O:24])=[N:6][O:7][C:8]=2[C:9]2[CH:13]=[C:12]([C:14](=[O:19])[C:15]([CH3:16])([CH3:17])[CH3:18])[O:11][N:10]=2)[CH2:2][CH2:3]1. Given the reactants [CH:1]1([C:4]2[C:5]([CH:20]([CH2:40][CH3:41])[CH2:21][C@@H:22]([C:33]([O:35][C:36]([CH3:39])([CH3:38])[CH3:37])=[O:34])[C:23]([O:25][CH2:26][C:27]3[CH:32]=[CH:31][CH:30]=[CH:29][CH:28]=3)=[O:24])=[N:6][O:7][C:8]=2[C:9]2[CH:13]=[C:12]([CH:14]([OH:19])[C:15]([CH3:18])([CH3:17])[CH3:16])[O:11][N:10]=2)[CH2:3][CH2:2]1.C(Cl)(Cl)Cl.CC(OI1(OC(C)=O)(OC(C)=O)OC(=O)C2C=CC=CC1=2)=O.S([O-])([O-])=O.[Na+].[Na+], predict the reaction product.